Dataset: Full USPTO retrosynthesis dataset with 1.9M reactions from patents (1976-2016). Task: Predict the reactants needed to synthesize the given product. (1) Given the product [NH2:1][C:2]1[C:10]([Br:11])=[C:9]2[C:5]([CH2:6][CH2:7][CH:8]2[OH:12])=[CH:4][CH:3]=1, predict the reactants needed to synthesize it. The reactants are: [NH2:1][C:2]1[C:10]([Br:11])=[C:9]2[C:5]([CH2:6][CH2:7][C:8]2=[O:12])=[CH:4][CH:3]=1.[BH4-].[Na+].O. (2) Given the product [F:1][C:2]1[C:7]([C:8]([NH:26][C:27]2[CH:28]=[CH:29][C:30]([C:18]([CH3:19])([CH3:13])[CH3:17])=[CH:31][CH:32]=2)=[O:10])=[CH:6][CH:5]=[C:4]([F:11])[N:3]=1, predict the reactants needed to synthesize it. The reactants are: [F:1][C:2]1[C:7]([C:8]([OH:10])=O)=[CH:6][CH:5]=[C:4]([F:11])[N:3]=1.F[C:13]1[C:18]([C:19](O)=O)=[CH:17]C=CN=1.C([NH:26][C:27]1[CH:32]=[CH:31][CH:30]=[CH:29][CH:28]=1)(C)(C)C.C1C=CC2N(O)N=NC=2C=1.CCN=C=NCCCN(C)C.CCN(C(C)C)C(C)C. (3) Given the product [F:22][C:23]1[CH:28]=[CH:27][C:26]([CH:32]=[O:33])=[C:25]([C:2]2[N:7]=[C:6]([N:8]3[C:12]([C:13]([F:16])([F:15])[F:14])=[C:11]([C:17]([O:19][CH2:20][CH3:21])=[O:18])[CH:10]=[N:9]3)[CH:5]=[CH:4][CH:3]=2)[CH:24]=1, predict the reactants needed to synthesize it. The reactants are: Cl[C:2]1[N:7]=[C:6]([N:8]2[C:12]([C:13]([F:16])([F:15])[F:14])=[C:11]([C:17]([O:19][CH2:20][CH3:21])=[O:18])[CH:10]=[N:9]2)[CH:5]=[CH:4][CH:3]=1.[F:22][C:23]1[CH:24]=[CH:25][C:26]([CH:32]=[O:33])=[C:27](B(O)O)[CH:28]=1.C([O-])([O-])=O.[Na+].[Na+]. (4) The reactants are: [F:1][C:2]1[CH:7]=[CH:6][CH:5]=[C:4]([F:8])[C:3]=1[N:9]1[C:14]2[N:15]=[C:16](S(C)(=O)=O)[N:17]=[C:18]([C:19]3[CH:24]=[CH:23][C:22]([F:25])=[CH:21][C:20]=3[CH3:26])[C:13]=2[CH:12]=[CH:11][C:10]1=[O:31].Cl.[NH2:33][CH2:34][C:35]([O:37][CH3:38])=[O:36].C([O-])([O-])=O.[K+].[K+].CN1C(=O)CCC1. Given the product [F:1][C:2]1[CH:7]=[CH:6][CH:5]=[C:4]([F:8])[C:3]=1[N:9]1[C:14]2[N:15]=[C:16]([NH:33][CH2:34][C:35]([O:37][CH3:38])=[O:36])[N:17]=[C:18]([C:19]3[CH:24]=[CH:23][C:22]([F:25])=[CH:21][C:20]=3[CH3:26])[C:13]=2[CH:12]=[CH:11][C:10]1=[O:31], predict the reactants needed to synthesize it. (5) Given the product [Br:12][C:9]1[N:5]2[CH:6]=[CH:7][N:8]=[C:3]([S:2][CH3:1])[C:4]2=[N:11][CH:10]=1, predict the reactants needed to synthesize it. The reactants are: [CH3:1][S:2][C:3]1[C:4]2[N:5]([CH:9]=[CH:10][N:11]=2)[CH:6]=[CH:7][N:8]=1.[Br-:12].[K+].C([O-])(=O)C.[Na+].BrBr. (6) Given the product [O:17]=[CH:2][C:1]([C:4]1[CH:13]=[CH:12][C:7]([C:8]([O:10][CH3:11])=[O:9])=[CH:6][CH:5]=1)=[O:3], predict the reactants needed to synthesize it. The reactants are: [C:1]([C:4]1[CH:13]=[CH:12][C:7]([C:8]([O:10][CH3:11])=[O:9])=[CH:6][CH:5]=1)(=[O:3])[CH3:2].Br.CS(C)=[O:17]. (7) Given the product [CH3:1][O:2][C:3]1[CH:4]=[C:5]([CH:15]=[CH:16][C:17]=1[CH3:18])[S:6][C:7]1[CH:14]=[CH:13][C:10]([CH2:11][NH2:12])=[CH:9][CH:8]=1, predict the reactants needed to synthesize it. The reactants are: [CH3:1][O:2][C:3]1[CH:4]=[C:5]([CH:15]=[CH:16][C:17]=1[CH3:18])[S:6][C:7]1[CH:14]=[CH:13][C:10]([C:11]#[N:12])=[CH:9][CH:8]=1.C1COCC1.[H-].[Al+3].[Li+].[H-].[H-].[H-].[OH-].[Na+].